Dataset: Full USPTO retrosynthesis dataset with 1.9M reactions from patents (1976-2016). Task: Predict the reactants needed to synthesize the given product. (1) Given the product [ClH:61].[ClH:61].[F:1][C:2]1[CH:17]=[C:16]([CH:15]=[C:4]([CH2:5][NH:6][CH3:14])[C:3]=1[O:21][C@@H:25]([CH3:26])[CH2:24][O:23][CH3:22])[NH2:18], predict the reactants needed to synthesize it. The reactants are: [F:1][C:2]1[C:3]([OH:21])=[C:4]([CH:15]=[C:16]([N+:18]([O-])=O)[CH:17]=1)[CH2:5][N:6]([CH3:14])C(=O)OC(C)(C)C.[CH3:22][O:23][CH2:24][C@H:25](O)[CH3:26].C1(P(C2C=CC=CC=2)C2C=CC=CC=2)C=CC=CC=1.CC(OC(/N=N/C(OC(C)C)=O)=O)C.[Cl-:61].[NH4+]. (2) Given the product [CH2:1]([O:3][C:4](=[O:31])[NH:5][CH:6]([CH3:30])[CH2:7][C:8]1[CH:9]=[C:10]2[C:14](=[C:15]([C:17](=[O:38])[NH2:18])[CH:16]=1)[N:13]([CH2:19][CH2:20][CH2:21][O:22][Si:23]([C:26]([CH3:29])([CH3:28])[CH3:27])([CH3:24])[CH3:25])[CH2:12][CH2:11]2)[CH3:2], predict the reactants needed to synthesize it. The reactants are: [CH2:1]([O:3][C:4](=[O:31])[NH:5][CH:6]([CH3:30])[CH2:7][C:8]1[CH:9]=[C:10]2[C:14](=[C:15]([C:17]#[N:18])[CH:16]=1)[N:13]([CH2:19][CH2:20][CH2:21][O:22][Si:23]([C:26]([CH3:29])([CH3:28])[CH3:27])([CH3:25])[CH3:24])[CH2:12][CH2:11]2)[CH3:2].OO.[OH-].[Na+].C(O)(=[O:38])C. (3) Given the product [CH2:6]([C:2]1[CH:3]=[C:4]([NH2:5])[O:21][N:20]=1)[C:7]1[CH:12]=[CH:11][CH:10]=[CH:9][CH:8]=1, predict the reactants needed to synthesize it. The reactants are: O=[C:2]([CH2:6][C:7]1[CH:12]=[CH:11][CH:10]=[CH:9][CH:8]=1)[CH2:3][C:4]#[N:5].N1C=CC=CC=1.Cl.[NH2:20][OH:21]. (4) Given the product [CH3:1][O:2][C:3]([C:5]1([C:11]#[CH:12])[CH2:6][CH2:7][O:8][CH2:9][CH2:10]1)=[O:4], predict the reactants needed to synthesize it. The reactants are: [CH3:1][O:2][C:3]([C:5]1([C:11]#[C:12]Cl)[CH2:10][CH2:9][O:8][CH2:7][CH2:6]1)=[O:4].C(O)(=O)C. (5) Given the product [CH3:26][C:27]1[C:34]([C:35]([F:36])([F:38])[F:37])=[CH:33][CH:32]=[CH:31][C:28]=1[CH2:29][N:7]1[C:6](=[O:8])[C:5]([C:9]([O:11][CH2:12][CH3:13])=[O:10])=[CH:4][N:3]([C:14]2[CH:15]=[CH:16][C:17]([N:20]3[CH2:24][CH2:23][O:22][C:21]3=[O:25])=[CH:18][CH:19]=2)[C:2]1=[O:1], predict the reactants needed to synthesize it. The reactants are: [O:1]=[C:2]1[NH:7][C:6](=[O:8])[C:5]([C:9]([O:11][CH2:12][CH3:13])=[O:10])=[CH:4][N:3]1[C:14]1[CH:19]=[CH:18][C:17]([N:20]2[CH2:24][CH2:23][O:22][C:21]2=[O:25])=[CH:16][CH:15]=1.[CH3:26][C:27]1[C:34]([C:35]([F:38])([F:37])[F:36])=[CH:33][CH:32]=[CH:31][C:28]=1[CH2:29]Br. (6) Given the product [CH:1]1([S:4]([C:5]2[CH:6]=[CH:7][C:8]([C:11](=[CH:17][CH:18]3[CH2:19][CH2:20][O:21][CH2:22][CH2:23]3)[C:12]([O:14][CH2:15][CH3:16])=[O:13])=[CH:9][CH:10]=2)=[O:32])[CH2:3][CH2:2]1, predict the reactants needed to synthesize it. The reactants are: [CH:1]1([S:4][C:5]2[CH:10]=[CH:9][C:8]([C:11](=[CH:17][CH:18]3[CH2:23][CH2:22][O:21][CH2:20][CH2:19]3)[C:12]([O:14][CH2:15][CH3:16])=[O:13])=[CH:7][CH:6]=2)[CH2:3][CH2:2]1.C1C=C(Cl)C=C(C(OO)=[O:32])C=1. (7) Given the product [NH2:10][C:5]1[C:4]([O:13][CH3:14])=[C:3]([OH:15])[C:2]([Br:1])=[CH:9][C:6]=1[CH:7]=[O:8], predict the reactants needed to synthesize it. The reactants are: [Br:1][C:2]1[C:3]([OH:15])=[C:4]([O:13][CH3:14])[C:5]([N+:10]([O-])=O)=[C:6]([CH:9]=1)[CH:7]=[O:8].O.